From a dataset of Forward reaction prediction with 1.9M reactions from USPTO patents (1976-2016). Predict the product of the given reaction. (1) Given the reactants [CH2:1]([C:3]1[N:4]=[C:5]([CH:19]2[CH2:24][CH2:23][NH:22][CH2:21][CH2:20]2)[N:6]2[C:11]=1[C:10](=[O:12])[NH:9][C:8]([C:13]1[CH:18]=[CH:17][CH:16]=[CH:15][CH:14]=1)=[N:7]2)[CH3:2].[C:25](Cl)(=[O:32])[C:26]1[CH:31]=[CH:30][CH:29]=[CH:28][CH:27]=1, predict the reaction product. The product is: [C:25]([N:22]1[CH2:23][CH2:24][CH:19]([C:5]2[N:6]3[C:11]([C:10](=[O:12])[NH:9][C:8]([C:13]4[CH:18]=[CH:17][CH:16]=[CH:15][CH:14]=4)=[N:7]3)=[C:3]([CH2:1][CH3:2])[N:4]=2)[CH2:20][CH2:21]1)(=[O:32])[C:26]1[CH:31]=[CH:30][CH:29]=[CH:28][CH:27]=1. (2) Given the reactants [CH3:1][C:2]([CH3:40])([CH3:39])[C:3]([O:5][CH2:6][C:7]1[CH:8]=[CH:9][C:10]([N+:36]([O-])=O)=[C:11]([NH:13][C:14]2[S:18][C:17]([C:19]([O:21][CH3:22])=[O:20])=[C:16]([O:23][C@@H:24]([C:26]3[CH:31]=[CH:30][CH:29]=[CH:28][C:27]=3[C:32]([F:35])([F:34])[F:33])[CH3:25])[CH:15]=2)[CH:12]=1)=[O:4], predict the reaction product. The product is: [NH2:36][C:10]1[CH:9]=[CH:8][C:7]([CH2:6][O:5][C:3](=[O:4])[C:2]([CH3:1])([CH3:39])[CH3:40])=[CH:12][C:11]=1[NH:13][C:14]1[S:18][C:17]([C:19]([O:21][CH3:22])=[O:20])=[C:16]([O:23][C@@H:24]([C:26]2[CH:31]=[CH:30][CH:29]=[CH:28][C:27]=2[C:32]([F:35])([F:33])[F:34])[CH3:25])[CH:15]=1. (3) Given the reactants Br[C:2]1[CH:7]=[CH:6][C:5]([C:8]([F:20])([F:19])[O:9][C:10]2[CH:11]=[C:12]([F:18])[C:13]([F:17])=[C:14]([F:16])[CH:15]=2)=[C:4]([F:21])[CH:3]=1.[CH:22]([C:24]1[CH:29]=[CH:28][C:27](B(O)O)=[CH:26][CH:25]=1)=[O:23].C(=O)([O-])[O-].[K+].[K+].C1(P(C2C=CC=CC=2)C2C=CC=CC=2)C=CC=CC=1.Cl, predict the reaction product. The product is: [F:19][C:8]([F:20])([O:9][C:10]1[CH:11]=[C:12]([F:18])[C:13]([F:17])=[C:14]([F:16])[CH:15]=1)[C:5]1[CH:6]=[CH:7][C:2]([C:27]2[CH:28]=[CH:29][C:24]([CH:22]=[O:23])=[CH:25][CH:26]=2)=[CH:3][C:4]=1[F:21]. (4) Given the reactants [Cl:1][C:2]1[N:7]=[CH:6][C:5]([N:8]2[CH2:12][CH2:11][C@@H:10]3[CH2:13][N:14](C(OC(C)(C)C)=O)[CH2:15][C@H:9]23)=[CH:4][CH:3]=1.FC(F)(F)C(O)=O, predict the reaction product. The product is: [Cl:1][C:2]1[N:7]=[CH:6][C:5]([N:8]2[CH2:12][CH2:11][C@@H:10]3[CH2:13][NH:14][CH2:15][C@H:9]23)=[CH:4][CH:3]=1. (5) The product is: [CH3:11][N:6]1[C:2]([CH3:1])=[CH:3][C:4]([C:7]([F:10])([F:9])[F:8])=[N:5]1. Given the reactants [CH3:1][C:2]1[NH:6][N:5]=[C:4]([C:7]([F:10])([F:9])[F:8])[CH:3]=1.[CH3:11]C(C)([O-])C.[K+].CI, predict the reaction product. (6) Given the reactants [Cl:1][C:2]1[CH:3]=[CH:4][C:5]([N+:12]([O-])=O)=[C:6]([CH2:8][C:9](=O)[CH3:10])[CH:7]=1.[H][H].BrC1C=CC(CC(=O)C)=C([N+]([O-])=O)C=1, predict the reaction product. The product is: [Cl:1][C:2]1[CH:7]=[C:6]2[C:5](=[CH:4][CH:3]=1)[NH:12][C:9]([CH3:10])=[CH:8]2. (7) Given the reactants [H-].[Na+].[NH2:3][CH2:4][C@H:5]([OH:9])[CH2:6][O:7][CH3:8].F[C:11]1[CH:16]=[CH:15][C:14]([F:17])=[CH:13][N:12]=1, predict the reaction product. The product is: [F:17][C:14]1[CH:15]=[CH:16][C:11]([O:9][C@H:5]([CH2:6][O:7][CH3:8])[CH2:4][NH2:3])=[N:12][CH:13]=1. (8) Given the reactants [N:1]1([C:10]2[CH:15]=[CH:14][C:13]([CH2:16][CH2:17]O)=[CH:12][CH:11]=2)[C:5]2=[N:6][CH:7]=[CH:8][CH:9]=[C:4]2[CH:3]=[CH:2]1.[O:19]1[CH2:23][C:22](=[O:24])[NH:21][C:20]1=[O:25].C1(P(C2C=CC=CC=2)C2C=CC=CC=2)C=CC=CC=1.N(C(OC(C)C)=O)=NC(OC(C)C)=O, predict the reaction product. The product is: [N:1]1([C:10]2[CH:11]=[CH:12][C:13]([CH2:16][CH2:17][N:21]3[C:22](=[O:24])[CH2:23][O:19][C:20]3=[O:25])=[CH:14][CH:15]=2)[C:5]2=[N:6][CH:7]=[CH:8][CH:9]=[C:4]2[CH:3]=[CH:2]1.